This data is from Catalyst prediction with 721,799 reactions and 888 catalyst types from USPTO. The task is: Predict which catalyst facilitates the given reaction. (1) Reactant: [CH3:1][O:2][C:3]1[CH:8]=[CH:7][C:6]([CH2:9][C:10]2[C:11]([O:22][C@@H:23]3[O:40][C@H:39]([CH2:41][O:42]C(=O)C)[C@@H:34]([O:35]C(=O)C)[C@H:29]([O:30]C(=O)C)[C@H:24]3[O:25]C(=O)C)=[N:12][N:13]([C:16]3[CH:21]=[CH:20][CH:19]=[CH:18][CH:17]=3)[C:14]=2[CH3:15])=[CH:5][CH:4]=1.C[O-].[Na+]. Product: [C@@H:23]1([O:22][C:11]2[C:10]([CH2:9][C:6]3[CH:7]=[CH:8][C:3]([O:2][CH3:1])=[CH:4][CH:5]=3)=[C:14]([CH3:15])[N:13]([C:16]3[CH:21]=[CH:20][CH:19]=[CH:18][CH:17]=3)[N:12]=2)[O:40][C@H:39]([CH2:41][OH:42])[C@@H:34]([OH:35])[C@H:29]([OH:30])[C@H:24]1[OH:25]. The catalyst class is: 5. (2) Reactant: [C:1]([C:3]1[CH2:24][C@@:23]2([CH3:25])[C@@H:6]([CH2:7][CH2:8][C@:9]3([CH3:34])[C:22]2=[CH:21][C:20](=[O:26])[C@H:19]2[C@@:10]3([CH3:33])[CH2:11][CH2:12][C@:13]3([CH3:32])[C@H:18]2[CH2:17][C@@:16]([CH3:31])([C:27]([O:29][CH3:30])=[O:28])[CH2:15][CH2:14]3)[C:5]([CH3:36])([CH3:35])[C:4]=1[OH:37])#[N:2].ClC1C(=O)C(C#N)=C(C#N)C(=O)C=1Cl. Product: [C:1]([C:3]1[C:4](=[O:37])[C:5]([CH3:36])([CH3:35])[C@H:6]2[C@:23]([CH3:25])([CH:24]=1)[C:22]1[C@:9]([CH3:34])([C@@:10]3([CH3:33])[C@H:19]([C:20](=[O:26])[CH:21]=1)[C@H:18]1[C@:13]([CH3:32])([CH2:14][CH2:15][C@:16]([CH3:31])([C:27]([O:29][CH3:30])=[O:28])[CH2:17]1)[CH2:12][CH2:11]3)[CH2:8][CH2:7]2)#[N:2]. The catalyst class is: 11. (3) Reactant: [S:1]1[CH:5]=[CH:4][N:3]=[C:2]1[CH:6]([OH:8])[CH3:7].[Br:9][CH2:10][C:11](O)=[O:12].C(#N)C. Product: [Br-:9].[CH3:7][CH:6]1[C:2]2[S:1][CH:5]=[CH:4][N+:3]=2[CH2:10][C:11](=[O:12])[O:8]1. The catalyst class is: 382. (4) Reactant: Br[C:2]1[CH:3]=[C:4]2[C:8](=[CH:9][CH:10]=1)[NH:7][N:6]=[C:5]2/[CH:11]=[CH:12]/[C:13]1[CH:14]=[N:15][CH:16]=[CH:17][CH:18]=1.[H-].[Na+].C([Li])CCC.CN(C)[CH:28]=[O:29].C(=O)(O)[O-].[Na+]. Product: [CH:28]([C:2]1[CH:3]=[C:4]2[C:8](=[CH:9][CH:10]=1)[NH:7][N:6]=[C:5]2/[CH:11]=[CH:12]/[C:13]1[CH:14]=[N:15][CH:16]=[CH:17][CH:18]=1)=[O:29]. The catalyst class is: 7. (5) Reactant: [CH2:1]([O:8][CH2:9][CH2:10][NH2:11])[C:2]1[CH:7]=[CH:6][CH:5]=[CH:4][CH:3]=1.[CH:12](=O)[C:13]1[CH:18]=[CH:17][CH:16]=[CH:15][CH:14]=1.S([O-])([O-])(=O)=O.[Na+].[Na+]. Product: [CH2:12]([NH:11][CH2:10][CH2:9][O:8][CH2:1][C:2]1[CH:7]=[CH:6][CH:5]=[CH:4][CH:3]=1)[C:13]1[CH:18]=[CH:17][CH:16]=[CH:15][CH:14]=1. The catalyst class is: 2. (6) Reactant: Br[CH2:2][CH2:3][O:4][C:5]1[CH:10]=[CH:9][C:8]([C:11](=[O:13])[CH3:12])=[CH:7][CH:6]=1.[F:14][C:15]1([F:21])[CH2:20][CH2:19][NH:18][CH2:17][CH2:16]1.Cl.C(=O)([O-])[O-].[K+].[K+]. Product: [F:14][C:15]1([F:21])[CH2:20][CH2:19][N:18]([CH2:2][CH2:3][O:4][C:5]2[CH:10]=[CH:9][C:8]([C:11](=[O:13])[CH3:12])=[CH:7][CH:6]=2)[CH2:17][CH2:16]1. The catalyst class is: 136. (7) Reactant: [CH2:1]([N:8]1[CH2:25][CH2:24][C:11]2([C:15](=[O:16])[NH:14][CH:13](O)[CH:12]2[C:18]2[CH:23]=[CH:22][CH:21]=[CH:20][CH:19]=2)[CH2:10][CH2:9]1)[C:2]1[CH:7]=[CH:6][CH:5]=[CH:4][CH:3]=1.[OH-].[Na+]. Product: [CH2:1]([N:8]1[CH2:25][CH2:24][C:11]2([C:15](=[O:16])[NH:14][CH:13]=[C:12]2[C:18]2[CH:19]=[CH:20][CH:21]=[CH:22][CH:23]=2)[CH2:10][CH2:9]1)[C:2]1[CH:3]=[CH:4][CH:5]=[CH:6][CH:7]=1. The catalyst class is: 15. (8) Reactant: O1CCCC1.[F:6][C:7]1[CH:35]=[C:34]([N+:36]([O-])=O)[CH:33]=[CH:32][C:8]=1[O:9][C:10]1[N:15]=[CH:14][N:13]=[C:12]([NH:16][C:17]([N:19]2[CH2:24][CH2:23][N:22]([CH2:25][CH2:26][N:27]3[CH2:31][CH2:30][CH2:29][CH2:28]3)[CH2:21][CH2:20]2)=[O:18])[CH:11]=1.[H][H]. Product: [NH2:36][C:34]1[CH:33]=[CH:32][C:8]([O:9][C:10]2[N:15]=[CH:14][N:13]=[C:12]([NH:16][C:17]([N:19]3[CH2:24][CH2:23][N:22]([CH2:25][CH2:26][N:27]4[CH2:31][CH2:30][CH2:29][CH2:28]4)[CH2:21][CH2:20]3)=[O:18])[CH:11]=2)=[C:7]([F:6])[CH:35]=1. The catalyst class is: 352.